From a dataset of Full USPTO retrosynthesis dataset with 1.9M reactions from patents (1976-2016). Predict the reactants needed to synthesize the given product. Given the product [NH2:22][CH2:23][CH:24]([OH:26])=[O:25].[ClH:1].[N+:2]([C:5]1[CH:6]=[CH:7][C:8]([CH2:9][NH-:10])=[CH:11][CH:12]=1)([O-:4])=[O:3], predict the reactants needed to synthesize it. The reactants are: [ClH:1].[N+:2]([C:5]1[CH:12]=[CH:11][C:8]([CH2:9][NH2:10])=[CH:7][CH:6]=1)([O-:4])=[O:3].C(N(C(C)C)CC)(C)C.[NH:22](C(OC(C)(C)C)=O)[CH2:23][C:24]([O:26]N1C(=O)CCC1=O)=[O:25].